From a dataset of Forward reaction prediction with 1.9M reactions from USPTO patents (1976-2016). Predict the product of the given reaction. (1) Given the reactants [CH:1]([N:4]([CH:27]([CH3:29])[CH3:28])[C:5](=O)[CH2:6][CH:7]([C:14]1[CH:15]([O:24]C)[C:16](=C=O)[CH:17]=[C:18](OC)[CH:19]=1)[C:8]1[CH:13]=[CH:12][CH:11]=[CH:10][CH:9]=1)([CH3:3])[CH3:2].[H-].[H-].[H-].[H-].[Li+].[Al+3].C1C[O:39][CH2:38]C1.[Cl-].[Al+3].[Cl-].[Cl-], predict the reaction product. The product is: [CH:27]([N:4]([CH:1]([CH3:3])[CH3:2])[CH2:5][CH2:6][CH:7]([C:14]1[CH:19]=[C:18]([CH2:38][OH:39])[CH:17]=[CH:16][C:15]=1[OH:24])[C:8]1[CH:13]=[CH:12][CH:11]=[CH:10][CH:9]=1)([CH3:28])[CH3:29]. (2) Given the reactants [C:1]([C:4]1[CH:11]=[CH:10][C:7]([C:8]#[N:9])=[CH:6][CH:5]=1)(=[O:3])[CH3:2].[CH2:12](O)[CH2:13][OH:14].B(F)(F)F.CCOCC, predict the reaction product. The product is: [CH3:2][C:1]1([C:4]2[CH:11]=[CH:10][C:7]([C:8]#[N:9])=[CH:6][CH:5]=2)[O:14][CH2:13][CH2:12][O:3]1. (3) Given the reactants [CH3:1][O:2][C:3]1[N:8]=[C:7]2[C:9]3([CH2:19][O:20][C:6]2=[CH:5][CH:4]=1)[C:17]1[C:12](=[CH:13][CH:14]=[CH:15][CH:16]=1)[NH:11][C:10]3=[O:18].N1C2=NC=CC=C2C2(C3C(=CC4OCCOC=4C=3)OC2)C1=O.Cl.Cl[CH2:45][C:46]1[C:51]([C:52]([F:55])([F:54])[F:53])=[CH:50][CH:49]=[CH:48][N:47]=1.Br.BrCC1C=CC=CN=1, predict the reaction product. The product is: [CH3:1][O:2][C:3]1[N:8]=[C:7]2[C:9]3([CH2:19][O:20][C:6]2=[CH:5][CH:4]=1)[C:17]1[C:12](=[CH:13][CH:14]=[CH:15][CH:16]=1)[N:11]([CH2:45][C:46]1[C:51]([C:52]([F:54])([F:53])[F:55])=[CH:50][CH:49]=[CH:48][N:47]=1)[C:10]3=[O:18]. (4) Given the reactants [Br:1][C:2]1[CH:7]=[CH:6][C:5]([C:8]2([OH:19])[CH2:13][CH2:12][CH:11]([C:14]([O:16]CC)=[O:15])[CH2:10][CH2:9]2)=[C:4]([CH3:20])[CH:3]=1.O.[OH-].[Li+], predict the reaction product. The product is: [Br:1][C:2]1[CH:7]=[CH:6][C:5]([C:8]2([OH:19])[CH2:9][CH2:10][CH:11]([C:14]([OH:16])=[O:15])[CH2:12][CH2:13]2)=[C:4]([CH3:20])[CH:3]=1. (5) Given the reactants [H-].[Na+].[Cl:3][C:4]1[CH:9]=[CH:8][CH:7]=[CH:6][C:5]=1[OH:10].F[C:12]1[C:21]2[C:16](=[CH:17][CH:18]=[CH:19][CH:20]=2)[C:15]([CH:22]=[O:23])=[CH:14][CH:13]=1.Cl, predict the reaction product. The product is: [Cl:3][C:4]1[CH:9]=[CH:8][CH:7]=[CH:6][C:5]=1[O:10][C:12]1[C:21]2[C:16](=[CH:17][CH:18]=[CH:19][CH:20]=2)[C:15]([CH:22]=[O:23])=[CH:14][CH:13]=1. (6) Given the reactants COC1C=CC(C[N:8]2[C:12](=[O:13])[C@@:11]3([CH2:25][C:16]4=[N:17][CH:18]=[C:19]([C:21]([O:23][CH3:24])=[O:22])[CH:20]=[C:15]4[CH2:14]3)[N:10]([CH3:26])[C:9]2=[O:27])=CC=1, predict the reaction product. The product is: [CH3:26][N:10]1[C@:11]2([CH2:25][C:16]3=[N:17][CH:18]=[C:19]([C:21]([O:23][CH3:24])=[O:22])[CH:20]=[C:15]3[CH2:14]2)[C:12](=[O:13])[NH:8][C:9]1=[O:27]. (7) Given the reactants [F:1][C:2]1[CH:7]=[CH:6][C:5]([C:8](=O)[CH2:9][C:10](=O)[CH3:11])=[CH:4][CH:3]=1.F[C:15]([F:20])(F)[C:16](O)=O.CC1C=[CH:29][C:25]([CH2:26][NH:27][NH2:28])=[CH:24][CH:23]=1.C(N(CC)CC)C.FC(F)(F)C(O)=O, predict the reaction product. The product is: [F:20][C:15]1[CH:23]=[CH:24][C:25]([CH2:26][N:27]2[C:8]([C:5]3[CH:6]=[CH:7][C:2]([F:1])=[CH:3][CH:4]=3)=[CH:9][C:10]([CH3:11])=[N:28]2)=[CH:29][CH:16]=1. (8) Given the reactants C[O:2][C:3](=[O:27])[CH2:4][O:5][C:6]1[CH:26]=[CH:25][C:9]2[C:10]([CH3:24])([CH3:23])[C:11]3[NH:12][C:13]4[C:18]([C:19]=3[C:20](=[O:21])[C:8]=2[CH:7]=1)=[CH:17][CH:16]=[C:15]([Br:22])[CH:14]=4.COC(=O)CO.[OH-].[Na+].Cl, predict the reaction product. The product is: [Br:22][C:15]1[CH:14]=[C:13]2[C:18]([C:19]3[C:20](=[O:21])[C:8]4[CH:7]=[C:6]([O:5][CH2:4][C:3]([OH:27])=[O:2])[CH:26]=[CH:25][C:9]=4[C:10]([CH3:24])([CH3:23])[C:11]=3[NH:12]2)=[CH:17][CH:16]=1. (9) Given the reactants Cl[C:2]1[N:7]=[CH:6][C:5]([C:8]([N:10]2[CH2:16][CH2:15][CH2:14][N:13]([CH:17]3[CH2:20][CH2:19][CH2:18]3)[CH2:12][CH2:11]2)=[O:9])=[CH:4][CH:3]=1.[O:21]1[CH2:26][CH2:25][CH:24]([OH:27])[CH2:23][CH2:22]1.C1OCCOCCOCCOCCOCCOC1.[OH-].[K+], predict the reaction product. The product is: [CH:17]1([N:13]2[CH2:14][CH2:15][CH2:16][N:10]([C:8]([C:5]3[CH:6]=[N:7][C:2]([O:27][CH:24]4[CH2:25][CH2:26][O:21][CH2:22][CH2:23]4)=[CH:3][CH:4]=3)=[O:9])[CH2:11][CH2:12]2)[CH2:20][CH2:19][CH2:18]1.